From a dataset of Forward reaction prediction with 1.9M reactions from USPTO patents (1976-2016). Predict the product of the given reaction. (1) Given the reactants I[C:2]1[CH:26]=[CH:25][C:5]2[C:6]3[CH:12]=[C:11]([S:13]([NH:16][C@H:17]([CH:22]([CH3:24])[CH3:23])[C:18]([O:20][CH3:21])=[O:19])(=[O:15])=[O:14])[CH:10]=[CH:9][C:7]=3[S:8][C:4]=2[CH:3]=1.[O:27]1[CH:31]=[CH:30][CH:29]=[C:28]1B1OC(C)(C)C(C)(C)O1.C(Cl)Cl.[O-]P([O-])([O-])=O.[K+].[K+].[K+], predict the reaction product. The product is: [O:27]1[CH:31]=[CH:30][CH:29]=[C:28]1[C:2]1[CH:26]=[CH:25][C:5]2[C:6]3[CH:12]=[C:11]([S:13]([NH:16][C@H:17]([CH:22]([CH3:24])[CH3:23])[C:18]([O:20][CH3:21])=[O:19])(=[O:14])=[O:15])[CH:10]=[CH:9][C:7]=3[S:8][C:4]=2[CH:3]=1. (2) The product is: [Cl:1][C:2]1[N:7]=[C:6]([C:18]2[CH:17]=[CH:16][CH:15]=[C:14]3[C:19]=2[O:10][CH2:11][CH2:12][CH2:13]3)[C:5]([F:9])=[CH:4][N:3]=1. Given the reactants [Cl:1][C:2]1[N:7]=[C:6](Cl)[C:5]([F:9])=[CH:4][N:3]=1.[O:10]1[C:19]2[C:14](=[CH:15][CH:16]=[CH:17][C:18]=2B(O)O)[CH2:13][CH2:12][CH2:11]1.C(=O)([O-])[O-].[K+].[K+], predict the reaction product. (3) The product is: [CH3:17][S:18]([C:21]1[CH:22]=[CH:23][C:24]([N:30]2[CH2:35][CH2:34][O:33][CH2:32][CH2:31]2)=[C:25]([C:26]([N:12]2[CH2:11][CH2:10][N:9]([C:6]3[CH:5]=[CH:4][C:3]([C:2]([F:1])([F:15])[F:16])=[CH:8][N:7]=3)[CH2:14][CH2:13]2)=[O:27])[CH:29]=1)(=[O:19])=[O:20]. Given the reactants [F:1][C:2]([F:16])([F:15])[C:3]1[CH:4]=[CH:5][C:6]([N:9]2[CH2:14][CH2:13][NH:12][CH2:11][CH2:10]2)=[N:7][CH:8]=1.[CH3:17][S:18]([C:21]1[CH:22]=[CH:23][C:24]([N:30]2[CH2:35][CH2:34][O:33][CH2:32][CH2:31]2)=[C:25]([CH:29]=1)[C:26](O)=[O:27])(=[O:20])=[O:19].CCN=C=NCCCN(C)C, predict the reaction product.